Dataset: NCI-60 drug combinations with 297,098 pairs across 59 cell lines. Task: Regression. Given two drug SMILES strings and cell line genomic features, predict the synergy score measuring deviation from expected non-interaction effect. (1) Drug 1: C(=O)(N)NO. Drug 2: C1CNP(=O)(OC1)N(CCCl)CCCl. Cell line: T-47D. Synergy scores: CSS=0.114, Synergy_ZIP=1.57, Synergy_Bliss=0.620, Synergy_Loewe=-0.455, Synergy_HSA=-1.68. (2) Drug 1: CC1CCC2CC(C(=CC=CC=CC(CC(C(=O)C(C(C(=CC(C(=O)CC(OC(=O)C3CCCCN3C(=O)C(=O)C1(O2)O)C(C)CC4CCC(C(C4)OC)O)C)C)O)OC)C)C)C)OC. Drug 2: CC12CCC3C(C1CCC2O)C(CC4=C3C=CC(=C4)O)CCCCCCCCCS(=O)CCCC(C(F)(F)F)(F)F. Cell line: RXF 393. Synergy scores: CSS=2.34, Synergy_ZIP=-0.938, Synergy_Bliss=1.04, Synergy_Loewe=0.112, Synergy_HSA=0.941.